Task: Predict which catalyst facilitates the given reaction.. Dataset: Catalyst prediction with 721,799 reactions and 888 catalyst types from USPTO (1) Reactant: [CH2:1]([NH:3][CH2:4][CH:5]1[CH2:10][CH2:9][N:8]([C:11]2[CH:16]=[CH:15][C:14]([NH:17]C(=O)OC(C)(C)C)=[CH:13][CH:12]=2)[CH2:7][CH2:6]1)[CH3:2].FC(F)(F)C(O)=O. Product: [CH2:1]([NH:3][CH2:4][CH:5]1[CH2:6][CH2:7][N:8]([C:11]2[CH:16]=[CH:15][C:14]([NH2:17])=[CH:13][CH:12]=2)[CH2:9][CH2:10]1)[CH3:2]. The catalyst class is: 4. (2) Product: [CH3:1][N:2]1[C:6]([CH3:7])=[N:5][C:4]([N:8]([CH2:25][C:26]2[CH:31]=[CH:30][C:29]([O:32][CH3:33])=[CH:28][CH:27]=2)[C:9]2[C:14]3=[N:15][CH:16]=[C:17]([C:18]#[N:19])[N:13]3[N:12]=[C:11]([S:20][CH3:21])[N:10]=2)=[N:3]1. Reactant: [CH3:1][N:2]1[C:6]([CH3:7])=[N:5][C:4]([NH:8][C:9]2[C:14]3=[N:15][CH:16]=[C:17]([C:18]#[N:19])[N:13]3[N:12]=[C:11]([S:20][CH3:21])[N:10]=2)=[N:3]1.[H-].[Na+].Cl[CH2:25][C:26]1[CH:31]=[CH:30][C:29]([O:32][CH3:33])=[CH:28][CH:27]=1. The catalyst class is: 3. (3) Reactant: O.OO.N[C:5]([NH2:7])=[O:6].[OH-].[Na+].[C:10]([O:14][C:15]([N:17]1[CH2:42][CH2:41][C:20]2([CH2:23][N:22]([C@H:24]3[C:32]4[C:27](=[CH:28][C:29]([C:33]5[CH:34]=[N:35][C:36](C#N)=[CH:37][CH:38]=5)=[CH:30][CH:31]=4)[CH2:26][CH2:25]3)[CH2:21]2)[CH2:19][CH2:18]1)=[O:16])([CH3:13])([CH3:12])[CH3:11]. Product: [C:10]([O:14][C:15]([N:17]1[CH2:42][CH2:41][C:20]2([CH2:23][N:22]([C@H:24]3[C:32]4[C:27](=[CH:28][C:29]([C:33]5[CH:34]=[N:35][C:36]([C:5](=[O:6])[NH2:7])=[CH:37][CH:38]=5)=[CH:30][CH:31]=4)[CH2:26][CH2:25]3)[CH2:21]2)[CH2:19][CH2:18]1)=[O:16])([CH3:13])([CH3:11])[CH3:12]. The catalyst class is: 14. (4) Product: [CH3:12][O:8][C:7](=[O:9])[C:6]1[CH:10]=[C:2]([Cl:1])[C:3]([Cl:11])=[N:4][CH:5]=1. Reactant: [Cl:1][C:2]1[C:3]([Cl:11])=[N:4][CH:5]=[C:6]([CH:10]=1)[C:7]([OH:9])=[O:8].[CH3:12]N(C=O)C. The catalyst class is: 820. (5) Reactant: [C:1]1(=[O:7])[CH2:6][CH2:5][CH2:4][CH:3]=[CH:2]1.[C:8]([O:16][CH2:17][CH3:18])(=[O:15])[CH2:9][C:10]([O:12][CH2:13][CH3:14])=[O:11].N12CCCN=C1CCCCC2.CCOC(C)=O. Product: [O:7]=[C:1]1[CH2:6][CH2:5][CH2:4][CH:3]([CH:9]([C:10]([O:12][CH2:13][CH3:14])=[O:11])[C:8]([O:16][CH2:17][CH3:18])=[O:15])[CH2:2]1. The catalyst class is: 1.